Dataset: Catalyst prediction with 721,799 reactions and 888 catalyst types from USPTO. Task: Predict which catalyst facilitates the given reaction. (1) Reactant: [C:1]([O:5][C:6]([N:8]1[CH2:13][CH2:12][N:11]([CH2:14][C:15]2[CH:20]=[CH:19][CH:18]=[C:17]([C:21]#[C:22][C:23]3[CH:28]=[CH:27][CH:26]=[CH:25][C:24]=3[CH3:29])[CH:16]=2)[CH2:10][CH2:9]1)=[O:7])([CH3:4])([CH3:3])[CH3:2]. Product: [C:1]([O:5][C:6]([N:8]1[CH2:13][CH2:12][N:11]([CH2:14][C:15]2[CH:20]=[CH:19][CH:18]=[C:17]([CH2:21][CH2:22][C:23]3[CH:28]=[CH:27][CH:26]=[CH:25][C:24]=3[CH3:29])[CH:16]=2)[CH2:10][CH2:9]1)=[O:7])([CH3:4])([CH3:3])[CH3:2]. The catalyst class is: 50. (2) Reactant: [CH3:1][O:2][C:3]1[CH:4]=[C:5]([NH:11][S:12]([C:15]2[CH:20]=[CH:19][C:18](I)=[CH:17][CH:16]=2)(=[O:14])=[O:13])[CH:6]=[CH:7][C:8]=1[O:9][CH3:10].C(N(CC)CC)C.NC1C=C[C:33]([C:36]#[C:37][CH2:38][NH:39][C:40](=[O:51])[CH2:41][O:42][CH2:43][C:44]2[CH:49]=[CH:48][C:47]([F:50])=[CH:46][CH:45]=2)=CC=1. Product: [CH3:1][O:2][C:3]1[CH:4]=[C:5]([NH:11][S:12]([C:15]2[CH:20]=[CH:19][C:18](/[CH:33]=[CH:36]/[CH2:37][CH2:38][NH:39][C:40](=[O:51])[CH2:41][O:42][CH2:43][C:44]3[CH:45]=[CH:46][C:47]([F:50])=[CH:48][CH:49]=3)=[CH:17][CH:16]=2)(=[O:14])=[O:13])[CH:6]=[CH:7][C:8]=1[O:9][CH3:10]. The catalyst class is: 524. (3) Reactant: [F:1][C@H:2]1[C@@H:7]([O:8][C:9]2[CH:16]=[CH:15][C:14]([C:17]3[N:22]=[C:21]([NH:23][C:24]4[CH:29]=[CH:28][C:27]([N:30]5[CH2:35][CH2:34][N:33]([CH:36]6[CH2:39][O:38][CH2:37]6)[CH2:32][CH2:31]5)=[CH:26][CH:25]=4)[N:20]=[CH:19][N:18]=3)=[CH:13][C:10]=2[C:11]#[N:12])[CH2:6][CH2:5][NH:4][CH2:3]1.C(N(CC)C(C)C)(C)C.Cl[C:50]([O:52][CH3:53])=[O:51]. Product: [C:11]([C:10]1[CH:13]=[C:14]([C:17]2[N:22]=[C:21]([NH:23][C:24]3[CH:29]=[CH:28][C:27]([N:30]4[CH2:31][CH2:32][N:33]([CH:36]5[CH2:39][O:38][CH2:37]5)[CH2:34][CH2:35]4)=[CH:26][CH:25]=3)[N:20]=[CH:19][N:18]=2)[CH:15]=[CH:16][C:9]=1[O:8][C@H:7]1[CH2:6][CH2:5][N:4]([C:50]([O:52][CH3:53])=[O:51])[CH2:3][C@H:2]1[F:1])#[N:12]. The catalyst class is: 4. (4) Reactant: C(O[C:4](=[O:21])[C@H:5]([N:7]1[C:12]2[CH:13]=[C:14]([N+:17]([O-:19])=[O:18])[CH:15]=[CH:16][C:11]=2[O:10][CH2:9][C:8]1=S)[CH3:6])C.O.[NH2:23][NH2:24]. Product: [CH3:6][C@@H:5]1[C:4](=[O:21])[NH:24][N:23]=[C:8]2[CH2:9][O:10][C:11]3[CH:16]=[CH:15][C:14]([N+:17]([O-:19])=[O:18])=[CH:13][C:12]=3[N:7]12. The catalyst class is: 8. (5) Reactant: Br[C:2]1[CH:7]=[CH:6][C:5]([O:8][CH3:9])=[C:4]([CH2:10][CH2:11][CH2:12][CH2:13][O:14][CH3:15])[CH:3]=1.C([Li])CCC.CCCCCC.CN([CH:30]=[O:31])C. Product: [CH3:9][O:8][C:5]1[CH:6]=[CH:7][C:2]([CH:30]=[O:31])=[CH:3][C:4]=1[CH2:10][CH2:11][CH2:12][CH2:13][O:14][CH3:15]. The catalyst class is: 1. (6) Reactant: [CH3:1][S:2]([O:5][C:6]1[CH:11]=[CH:10][CH:9]=[C:8]([C:12]2([C:20]3[CH:25]=[CH:24][C:23]([F:26])=[C:22]([Br:27])[CH:21]=3)[C:16](=[O:17])[N:15]([CH3:18])[C:14](=S)[NH:13]2)[CH:7]=1)(=[O:4])=[O:3].[OH-].[NH4+:29].C(OO)(C)(C)C. Product: [CH3:1][S:2]([O:5][C:6]1[CH:11]=[CH:10][CH:9]=[C:8]([C:12]2([C:20]3[CH:25]=[CH:24][C:23]([F:26])=[C:22]([Br:27])[CH:21]=3)[C:16](=[O:17])[N:15]([CH3:18])[C:14]([NH2:29])=[N:13]2)[CH:7]=1)(=[O:4])=[O:3]. The catalyst class is: 5.